This data is from Peptide-MHC class I binding affinity with 185,985 pairs from IEDB/IMGT. The task is: Regression. Given a peptide amino acid sequence and an MHC pseudo amino acid sequence, predict their binding affinity value. This is MHC class I binding data. (1) The peptide sequence is FIRDCSVAL. The MHC is HLA-B15:01 with pseudo-sequence HLA-B15:01. The binding affinity (normalized) is 0.646. (2) The peptide sequence is GQFNRYAAM. The MHC is HLA-B35:01 with pseudo-sequence HLA-B35:01. The binding affinity (normalized) is 0.346. (3) The peptide sequence is FPASHMATY. The MHC is HLA-A31:01 with pseudo-sequence HLA-A31:01. The binding affinity (normalized) is 0.0847. (4) The peptide sequence is FPIGKLTLL. The MHC is HLA-C05:01 with pseudo-sequence HLA-C05:01. The binding affinity (normalized) is 0.0847. (5) The peptide sequence is RIKQIINMW. The MHC is HLA-A02:06 with pseudo-sequence HLA-A02:06. The binding affinity (normalized) is 0. (6) The peptide sequence is YAGVNSTAE. The MHC is H-2-Kb with pseudo-sequence H-2-Kb. The binding affinity (normalized) is 0.